This data is from Human Reference Interactome with 51,813 positive PPI pairs across 8,248 proteins, plus equal number of experimentally-validated negative pairs. The task is: Binary Classification. Given two protein amino acid sequences, predict whether they physically interact or not. (1) Protein 1 (ENSG00000162385) has sequence MESDFYLRYYVGHKGKFGHEFLEFEFRPDGKLRYANNSNYKNDVMIRKEELEIVIGDEHISFTTSKIGSLIDVNQSKDPEGLRVFYYLVQDLKCLVFSLIGLHFKIKPI*MESDFYLRYYVGHKGKFGHEFLEFEFRPDGKLRYANNSNYKNDVMIRKEAYVHKSVMEELKRIIDDSEITKEDDALWPPPDRVGRQELEIVIGDEHISFTTSKIGSLIDVNQSKDPEGLRVFYYLVQDLKCLVFSLIGLHFKIKPI*. Protein 2 (ENSG00000164535) has sequence MPGMVLFGRRWAIASDDLVFPGFFELVVRVLWWIGILTLYLMHRGKLDCAGGALLSSYLIVLMILLAVVICTVSAIMCVSMRGTICNPGPRKSMSKLLYIRLALFFPEMVWASLGAAWVADGVQCDRTVVNGIIATVVVSWIIIAATVVSIIIVFDPLGGKMAPYSSAGPSHLDSHDSSQLLNGLKTAATSVWETRIKLLCCCIGKDDHTRVAFSSTAELFSTYFSDTDLVPSDIAAGLALLHQQQDNIRNNQEPAQVVCHAPGSSQEADLDAELENCHHYMQFAAAAYGWPLYIYRNPL.... Result: 0 (the proteins do not interact). (2) Protein 1 (ENSG00000169490) has sequence MKKCLLPVLITCMQTAICKDRMMMIMILLVNYRPDEFIECEDPVDHVGNATASQELGYGCLKFGGQAYSDVEHTSVQCHALDGIECASPRTFLRENKPCIKYTGHYFITTLLYSFFLGCFGVDRFCLGHTGTAVGKLLTLGGLGIWWFVDLILLITGGLMPSDGSNWCTVY*MVLGGCPVSYLLLCGQAALLLGNLLLLHCVSRSHSQNATAEPELTSAGAAQPEGPGGAASWEYGDPHSPVILCSYLPDEFIECEDPVDHVGNATASQELGYGCLKFGGQAYSDVEHTSVQCHALDGIE.... Protein 2 (ENSG00000164816) has sequence MRTIAILAAILLVALQAQAESLQERADEATTQKQSGEDNQDLAISFAGNGLSALRTSGSQARATCYCRTGRCATRESLSGVCEISGRLYRLCCR*. Result: 0 (the proteins do not interact). (3) Protein 1 (ENSG00000146872) has sequence MMEELHSLDPRRQELLEARFTGVGVSKGPLNSESSNQSLCSVGSLSDKEVETPEKKQNDQRNRKRKAEPYETSQGKGTPRGHKISDYFEFAGGSAPGTSPGRSVPPVARSSPQHSLSNPLPRRVEQPLYGLDGSAAKEATEEQSALPTLMSVMLAKPRLDTEQLAQRGAGLCFTFVSAQQNSPSSTGSGNTEHSCSSQKQISIQHRQTQSDLTIEKISALENSKNSDLEKKEGRIDDLLRANCDLRRQIDEQQKMLEKYKERLNRCVTMSKKLLIEKSKQEKMACRDKSMQDRLRLGHFT.... Protein 2 (ENSG00000176994) has sequence MISAPDVVAFTKEEEYEEEPYNEPALPEEYSVPLFPFASQGANPWSKLSGAKFSRDFILISEFSEQVGPQPLLTIPNDTKVFGTFDLNYFSLRIMSVDYQASFVGHPPGSAYPKLNFVEDSKVVLGDSKEGAFAYVHHLTLYDLEARGFVRPFCMAYISADQHKIMQQFQELSAEFSRASECLKTGNRKAFAGELEKKLKDLDYTRTVLHTETEIQKKANDKGFYSSQAIEKANELASVEKSIIEHQDLLKQIRSYPHRKLKGHDLCPGEMEHIQDQASQASTTSNPDESADTDLYTCRP.... Result: 0 (the proteins do not interact). (4) Protein 1 (ENSG00000240045) has sequence MAEKAGSTFSHLLVPILLLIGWIVGCIIMIYVVFS*. Protein 2 (ENSG00000185359) has sequence MGRGSGTFERLLDKATSQLLLETDWESILQICDLIRQGDTQAKYAVNSIKKKVNDKNPHVALYALEVMESVVKNCGQTVHDEVANKQTMEELKDLLKRQVEVNVRNKILYLIQAWAHAFRNEPKYKVVQDTYQIMKVEGHVFPEFKESDAMFAAERAPDWVDAEECHRCRVQFGVMTRKHHCRACGQIFCGKCSSKYSTIPKFGIEKEVRVCEPCYEQLNRKAEGKATSTTELPPEYLTSPLSQQSQLPPKRDETALQEEEELQLALALSQSEAEEKERLRQKSTYTSYPKAEPMPSASS.... Result: 0 (the proteins do not interact).